This data is from Retrosynthesis with 50K atom-mapped reactions and 10 reaction types from USPTO. The task is: Predict the reactants needed to synthesize the given product. Given the product CS(=O)(=O)OCCN(CC(F)(F)F)c1ccc(C#N)c(C(F)(F)F)c1, predict the reactants needed to synthesize it. The reactants are: CS(=O)(=O)Cl.N#Cc1ccc(N(CCO)CC(F)(F)F)cc1C(F)(F)F.